From a dataset of Catalyst prediction with 721,799 reactions and 888 catalyst types from USPTO. Predict which catalyst facilitates the given reaction. (1) Reactant: C([O:8][C:9]1[CH:10]=[CH:11][C:12]2[C:13]3[N:21]([CH2:22][C:23]([NH:26][S:27]([CH3:30])(=[O:29])=[O:28])([CH3:25])[CH3:24])[C:20]([CH2:31][O:32][CH2:33][CH3:34])=[N:19][C:14]=3[CH:15]=[N:16][C:17]=2[CH:18]=1)C1C=CC=CC=1. Product: [CH2:33]([O:32][CH2:31][C:20]1[N:21]([CH2:22][C:23]([NH:26][S:27]([CH3:30])(=[O:29])=[O:28])([CH3:25])[CH3:24])[C:13]2[C:12]3[CH:11]=[CH:10][C:9]([OH:8])=[CH:18][C:17]=3[N:16]=[CH:15][C:14]=2[N:19]=1)[CH3:34]. The catalyst class is: 29. (2) Reactant: [Cl:1][C:2]1[CH:3]=[C:4]([C:8]2[O:12][N:11]=[C:10]([CH:13]([OH:15])[CH3:14])[CH:9]=2)[CH:5]=[CH:6][CH:7]=1.CN(C=O)C.[H-].[Na+].[CH3:23][N:24]1[C:28](S(C)(=O)=O)=[N:27][N:26]=[C:25]1[C:33]1[CH:38]=[CH:37][N:36]=[CH:35][CH:34]=1. Product: [Cl:1][C:2]1[CH:3]=[C:4]([C:8]2[O:12][N:11]=[C:10]([CH:13]([O:15][C:28]3[N:24]([CH3:23])[C:25]([C:33]4[CH:38]=[CH:37][N:36]=[CH:35][CH:34]=4)=[N:26][N:27]=3)[CH3:14])[CH:9]=2)[CH:5]=[CH:6][CH:7]=1. The catalyst class is: 25. (3) Reactant: [CH3:1][S:2](Cl)(=[O:4])=[O:3].[NH2:6][C:7]1[C:8]([F:37])=[C:9]([C:14]2[C:18]([C:19]3[CH:24]=[CH:23][N:22]=[C:21]([NH:25][CH2:26][C@@H:27]([NH:29][C:30](=[O:33])[O:31][CH3:32])[CH3:28])[N:20]=3)=[CH:17][N:16]([CH:34]([CH3:36])[CH3:35])[N:15]=2)[CH:10]=[C:11]([Cl:13])[CH:12]=1.C(=O)(O)[O-].[Na+]. Product: [Cl:13][C:11]1[CH:12]=[C:7]([NH:6][S:2]([CH3:1])(=[O:4])=[O:3])[C:8]([F:37])=[C:9]([C:14]2[C:18]([C:19]3[CH:24]=[CH:23][N:22]=[C:21]([NH:25][CH2:26][C@@H:27]([NH:29][C:30](=[O:33])[O:31][CH3:32])[CH3:28])[N:20]=3)=[CH:17][N:16]([CH:34]([CH3:35])[CH3:36])[N:15]=2)[CH:10]=1. The catalyst class is: 202. (4) Reactant: [NH2:1][C:2]1[CH:7]=[C:6]([OH:8])[C:5]([O:9][CH3:10])=[CH:4][C:3]=1[C:11]([C:13]1[CH:18]=[CH:17][C:16]([CH:19]([CH3:21])[CH3:20])=[CH:15][CH:14]=1)=[O:12].[CH3:22][O:23][C:24]1[CH:25]=[C:26]([C:32]([CH3:36])([CH3:35])[CH:33]=O)[CH:27]=[C:28]([O:30][CH3:31])[CH:29]=1.[BH3-]C#N.[Na+]. Product: [CH3:31][O:30][C:28]1[CH:27]=[C:26]([C:32]([CH3:36])([CH3:35])[CH2:33][NH:1][C:2]2[CH:7]=[C:6]([OH:8])[C:5]([O:9][CH3:10])=[CH:4][C:3]=2[C:11]([C:13]2[CH:18]=[CH:17][C:16]([CH:19]([CH3:21])[CH3:20])=[CH:15][CH:14]=2)=[O:12])[CH:25]=[C:24]([O:23][CH3:22])[CH:29]=1. The catalyst class is: 2. (5) Reactant: [NH2:1][CH:2]1[CH2:7][CH2:6][CH:5]([N:8]2[C:12]3[N:13]=[CH:14][N:15]=[C:16]([NH2:17])[C:11]=3[C:10]([C:18]3[CH:23]=[CH:22][C:21]([O:24][C:25]4[CH:30]=[CH:29][CH:28]=[CH:27][CH:26]=4)=[CH:20][CH:19]=3)=[CH:9]2)[CH2:4][CH2:3]1.[C:31]([OH:39])(=[O:38])[C:32]1[CH:37]=[CH:36][N:35]=[CH:34][CH:33]=1.CN(C(ON1N=NC2C=CC=CC1=2)=[N+](C)C)C.[B-](F)(F)(F)F.CCN(C(C)C)C(C)C. Product: [NH2:17][C:16]1[C:11]2[C:10]([C:18]3[CH:23]=[CH:22][C:21]([O:24][C:25]4[CH:30]=[CH:29][CH:28]=[CH:27][CH:26]=4)=[CH:20][CH:19]=3)=[CH:9][N:8]([C@@H:5]3[CH2:6][CH2:7][C@H:2]([NH:1][C:31](=[O:38])[C:32]4[CH:37]=[CH:36][N:35]=[CH:34][CH:33]=4)[CH2:3][CH2:4]3)[C:12]=2[N:13]=[CH:14][N:15]=1.[NH2:17][C:16]1[C:11]2[C:10]([C:18]3[CH:19]=[CH:20][C:21]([O:24][C:25]4[CH:30]=[CH:29][CH:28]=[CH:27][CH:26]=4)=[CH:22][CH:23]=3)=[CH:9][N:8]([C@H:5]3[CH2:4][CH2:3][C@H:2]([NH:1][C:31](=[O:39])[C:32]4[CH:33]=[CH:34][N:35]=[CH:36][CH:37]=4)[CH2:7][CH2:6]3)[C:12]=2[N:13]=[CH:14][N:15]=1. The catalyst class is: 3.